Dataset: Catalyst prediction with 721,799 reactions and 888 catalyst types from USPTO. Task: Predict which catalyst facilitates the given reaction. (1) Reactant: [NH2:1][C:2]1[C:3]([I:26])=[C:4]([C:18]([N:20]2[CH2:25][CH2:24][O:23][CH2:22][CH2:21]2)=[O:19])[C:5]([I:17])=[C:6]([C:9]([N:11]2[CH2:16][CH2:15][O:14][CH2:13][CH2:12]2)=[O:10])[C:7]=1[I:8].[C:27](Cl)(Cl)=[O:28].C1(C)C=CC=CC=1. Product: [N:11]1([C:9]([C:6]2[C:5]([I:17])=[C:4]([C:18]([N:20]3[CH2:25][CH2:24][O:23][CH2:22][CH2:21]3)=[O:19])[C:3]([I:26])=[C:2]([N:1]=[C:27]=[O:28])[C:7]=2[I:8])=[O:10])[CH2:12][CH2:13][O:14][CH2:15][CH2:16]1. The catalyst class is: 12. (2) Reactant: [NH2:1][C:2]1[CH:26]=[C:25]([C:27]([F:30])([F:29])[F:28])[CH:24]=[CH:23][C:3]=1[CH2:4][N:5]1[C:13]2[C:8](=[N:9][C:10]([C:21]#[N:22])=[N:11][C:12]=2[NH:14][C@@H:15]([CH:17]2[CH2:20][CH2:19][CH2:18]2)[CH3:16])[N:7]=[CH:6]1.[C:31]1(=O)[O:36][C:34](=[O:35])[C:33]2=[CH:37][CH:38]=[CH:39][CH:40]=[C:32]12.C(O)(=O)C. Product: [CH:17]1([C@H:15]([NH:14][C:12]2[N:11]=[C:10]([C:21]#[N:22])[N:9]=[C:8]3[C:13]=2[N:5]([CH2:4][C:3]2[CH:23]=[CH:24][C:25]([C:27]([F:29])([F:28])[F:30])=[CH:26][C:2]=2[N:1]2[C:34](=[O:35])[C:33]4[C:32](=[CH:40][CH:39]=[CH:38][CH:37]=4)[C:31]2=[O:36])[CH:6]=[N:7]3)[CH3:16])[CH2:20][CH2:19][CH2:18]1. The catalyst class is: 6. (3) Reactant: Cl.[O:2]=[C:3]1[NH:12][C:11]2[N:10]=[CH:9][C:8](/[CH:13]=[CH:14]/[C:15]([OH:17])=O)=[CH:7][C:6]=2[CH2:5][CH2:4]1.Cl.[S:19]1[CH:23]=[CH:22][CH:21]=[C:20]1[CH2:24][O:25][CH:26]1[CH2:29][NH:28][CH2:27]1.CCN(C(C)C)C(C)C.CCN=C=NCCCN(C)C. Product: [O:17]=[C:15]([N:28]1[CH2:29][CH:26]([O:25][CH2:24][C:20]2[S:19][CH:23]=[CH:22][CH:21]=2)[CH2:27]1)/[CH:14]=[CH:13]/[C:8]1[CH:7]=[C:6]2[C:11](=[N:10][CH:9]=1)[NH:12][C:3](=[O:2])[CH2:4][CH2:5]2. The catalyst class is: 3.